This data is from Catalyst prediction with 721,799 reactions and 888 catalyst types from USPTO. The task is: Predict which catalyst facilitates the given reaction. (1) Reactant: [CH2:1]([C:3]1[CH:8]=[CH:7][CH:6]=[C:5]([CH2:9][CH3:10])[C:4]=1[NH:11][C:12]([C:14]1[C:18]2[CH2:19][CH2:20][CH2:21][C:22]3[C:23](=[N:24][C:25]([NH:28][C:29]4[CH:37]=[CH:36][C:32]([C:33]([OH:35])=O)=[CH:31][C:30]=4[O:38][CH3:39])=[N:26][CH:27]=3)[C:17]=2[N:16]([CH3:40])[N:15]=1)=[O:13])[CH3:2].CCN(C(C)C)C(C)C.CN(C(ON1N=NC2C=CC=CC1=2)=[N+](C)C)C.[B-](F)(F)(F)F.[CH3:72][N:73]1[CH2:78][CH2:77][CH:76]([NH2:79])[CH2:75][CH2:74]1. Product: [CH2:9]([C:5]1[CH:6]=[CH:7][CH:8]=[C:3]([CH2:1][CH3:2])[C:4]=1[NH:11][C:12]([C:14]1[C:18]2[CH2:19][CH2:20][CH2:21][C:22]3[C:23](=[N:24][C:25]([NH:28][C:29]4[CH:37]=[CH:36][C:32]([C:33](=[O:35])[NH:79][CH:76]5[CH2:77][CH2:78][N:73]([CH3:72])[CH2:74][CH2:75]5)=[CH:31][C:30]=4[O:38][CH3:39])=[N:26][CH:27]=3)[C:17]=2[N:16]([CH3:40])[N:15]=1)=[O:13])[CH3:10]. The catalyst class is: 18. (2) Reactant: [C:1]([O:4][CH2:5][CH:6]([C:13]1[CH:18]=[CH:17][C:16]([O:19]COCCOC)=[CH:15][CH:14]=1)[CH2:7][CH2:8][O:9][C:10](=[O:12])[CH3:11])(=[O:3])[CH3:2].FC(F)(F)C(O)=O. Product: [C:1]([O:4][CH2:5][CH:6]([C:13]1[CH:18]=[CH:17][C:16]([OH:19])=[CH:15][CH:14]=1)[CH2:7][CH2:8][O:9][C:10](=[O:12])[CH3:11])(=[O:3])[CH3:2]. The catalyst class is: 4. (3) Reactant: [Cl:1][C:2]1[CH:7]=[CH:6][CH:5]=[CH:4][C:3]=1[N:8]1[C:12]([C:13]2[S:14][C:15]([C:18]3[CH:23]=[CH:22][CH:21]=[C:20]([S:24]([CH3:27])(=[O:26])=[O:25])[CH:19]=3)=[CH:16][CH:17]=2)=[CH:11][C:10]([C:28](=[N:30][OH:31])[CH3:29])=[N:9]1.[OH-].[K+].Cl.[CH3:35][N:36]([CH3:40])[CH2:37][CH2:38]Cl.CS(C)=O. Product: [CH3:35][N:36]([CH3:40])[CH2:37][CH2:38][O:31][N:30]=[C:28]([C:10]1[CH:11]=[C:12]([C:13]2[S:14][C:15]([C:18]3[CH:23]=[CH:22][CH:21]=[C:20]([S:24]([CH3:27])(=[O:26])=[O:25])[CH:19]=3)=[CH:16][CH:17]=2)[N:8]([C:3]2[CH:4]=[CH:5][CH:6]=[CH:7][C:2]=2[Cl:1])[N:9]=1)[CH3:29]. The catalyst class is: 6. (4) Reactant: [C:1]([O:7][CH2:8][CH:9]=[CH2:10])(=[O:6])[CH2:2][C:3]([CH3:5])=O.[C:11]([C:13]1[CH:20]=[CH:19][C:16]([CH:17]=O)=[C:15]([N+:21]([O-:23])=[O:22])[CH:14]=1)#[N:12].[F:24][C:25]([F:37])([F:36])[C:26]1[CH:27]=[C:28]([NH:32][C:33]([NH2:35])=[O:34])[CH:29]=[CH:30][CH:31]=1.P(OCC)(OCC)(OCC)=O. Product: [C:11]([C:13]1[CH:20]=[CH:19][C:16]([CH:17]2[C:2]([C:1]([O:7][CH2:8][CH:9]=[CH2:10])=[O:6])=[C:3]([CH3:5])[N:32]([C:28]3[CH:29]=[CH:30][CH:31]=[C:26]([C:25]([F:36])([F:37])[F:24])[CH:27]=3)[C:33](=[O:34])[NH:35]2)=[C:15]([N+:21]([O-:23])=[O:22])[CH:14]=1)#[N:12]. The catalyst class is: 56. (5) Reactant: [CH3:1][O:2][C:3]1[CH:34]=[C:33](Br)[CH:32]=[CH:31][C:4]=1[CH2:5][CH2:6][NH:7][C:8]([C:10]1[CH:30]=[CH:29][C:13]([O:14][C:15]2[CH:24]=[C:23]3[C:18]([CH:19]([C:25]([O-:27])=[O:26])[CH2:20][CH2:21][O:22]3)=[CH:17][C:16]=2[Cl:28])=[CH:12][CH:11]=1)=[O:9].P([O-])([O-])([O-])=O.[K+].[K+].[K+].C1(P([CH:57]2[CH2:62][CH2:61]CCC2)C2CCCCC2)CCCCC1.[CH:63]1(B(O)O)C[CH2:64]1. Product: [CH3:1][O:2][C:3]1[CH:34]=[C:33]([CH:61]2[CH2:62][CH2:57]2)[CH:32]=[CH:31][C:4]=1[CH2:5][CH2:6][NH:7][C:8]([C:10]1[CH:30]=[CH:29][C:13]([O:14][C:15]2[CH:24]=[C:23]3[C:18]([CH:19]([C:25]([O:27][CH2:63][CH3:64])=[O:26])[CH2:20][CH2:21][O:22]3)=[CH:17][C:16]=2[Cl:28])=[CH:12][CH:11]=1)=[O:9]. The catalyst class is: 493. (6) Reactant: C[O:2][CH:3](OC)[C:4]1[CH:9]=[CH:8][C:7]([CH2:10][OH:11])=[CH:6][CH:5]=1.OS(O)(=O)=O.C([O-])(O)=O.[Na+]. Product: [OH:11][CH2:10][C:7]1[CH:8]=[CH:9][C:4]([CH:3]=[O:2])=[CH:5][CH:6]=1. The catalyst class is: 1. (7) Reactant: [Cl:1][C:2]1[CH:7]=[CH:6][C:5]([C:8]2[C:13]([C:14](OCC)=[O:15])=[C:12]([CH3:19])[N:11]=[C:10]3[N:20]([CH2:25][C:26]4[CH:31]=[CH:30][C:29]([O:32][CH3:33])=[CH:28][CH:27]=4)[C:21]([CH3:24])=[C:22]([CH3:23])[C:9]=23)=[CH:4][CH:3]=1.CC(C[AlH]CC(C)C)C.C1(C)C=CC=CC=1.Cl. Product: [Cl:1][C:2]1[CH:7]=[CH:6][C:5]([C:8]2[C:13]([CH2:14][OH:15])=[C:12]([CH3:19])[N:11]=[C:10]3[N:20]([CH2:25][C:26]4[CH:27]=[CH:28][C:29]([O:32][CH3:33])=[CH:30][CH:31]=4)[C:21]([CH3:24])=[C:22]([CH3:23])[C:9]=23)=[CH:4][CH:3]=1. The catalyst class is: 4.